Task: Predict the product of the given reaction.. Dataset: Forward reaction prediction with 1.9M reactions from USPTO patents (1976-2016) Given the reactants [C:1]([O:5][C:6]([N:8]1[CH2:13][CH:12]=[C:11]([C:14]2[C:22]3[C:17](=[CH:18][CH:19]=[C:20]([C:23]([O:25][CH3:26])=[O:24])[CH:21]=3)[NH:16][CH:15]=2)[CH2:10][CH2:9]1)=[O:7])([CH3:4])([CH3:3])[CH3:2].C([O-])=O.[NH4+], predict the reaction product. The product is: [C:1]([O:5][C:6]([N:8]1[CH2:13][CH2:12][CH:11]([C:14]2[C:22]3[C:17](=[CH:18][CH:19]=[C:20]([C:23]([O:25][CH3:26])=[O:24])[CH:21]=3)[NH:16][CH:15]=2)[CH2:10][CH2:9]1)=[O:7])([CH3:4])([CH3:3])[CH3:2].